Dataset: Peptide-MHC class II binding affinity with 134,281 pairs from IEDB. Task: Regression. Given a peptide amino acid sequence and an MHC pseudo amino acid sequence, predict their binding affinity value. This is MHC class II binding data. (1) The binding affinity (normalized) is 0.263. The MHC is DRB1_0401 with pseudo-sequence DRB1_0401. The peptide sequence is VGNWQYFFPVIFSKASDSL. (2) The peptide sequence is FLLMYEMHRESLLKS. The MHC is DRB1_0802 with pseudo-sequence DRB1_0802. The binding affinity (normalized) is 0.274.